Dataset: Full USPTO retrosynthesis dataset with 1.9M reactions from patents (1976-2016). Task: Predict the reactants needed to synthesize the given product. Given the product [OH:23][CH2:22][CH2:21][N:15]1[CH2:20][CH2:19][N:18]([C:2]2[CH:11]=[C:10]([CH2:12][CH2:13][CH3:14])[C:5]([C:6]([NH:8][CH3:9])=[O:7])=[CH:4][N:3]=2)[CH2:17][CH2:16]1, predict the reactants needed to synthesize it. The reactants are: Cl[C:2]1[CH:11]=[C:10]([CH2:12][CH2:13][CH3:14])[C:5]([C:6]([NH:8][CH3:9])=[O:7])=[CH:4][N:3]=1.[N:15]1([CH2:21][CH2:22][OH:23])[CH2:20][CH2:19][NH:18][CH2:17][CH2:16]1.